This data is from Reaction yield outcomes from USPTO patents with 853,638 reactions. The task is: Predict the reaction yield, written as a fraction of the theoretical maximum amount of product (1.0 means a 100% yield; for example, 0.34 means a 34% yield). The reactants are [Br:1][C:2]1[CH:6]=[N:5][N:4]([CH:7]([CH3:9])[CH3:8])[C:3]=1[C:10]1[CH:11]=[C:12]([NH2:18])[CH:13]=[CH:14][C:15]=1[O:16][CH3:17].[Cl:19][C:20]1[CH:21]=[C:22]([N:27]=[C:28]=[O:29])[CH:23]=[CH:24][C:25]=1[F:26]. The catalyst is C(Cl)Cl. The product is [Br:1][C:2]1[CH:6]=[N:5][N:4]([CH:7]([CH3:9])[CH3:8])[C:3]=1[C:10]1[CH:11]=[C:12]([NH:18][C:28]([NH:27][C:22]2[CH:23]=[CH:24][C:25]([F:26])=[C:20]([Cl:19])[CH:21]=2)=[O:29])[CH:13]=[CH:14][C:15]=1[O:16][CH3:17]. The yield is 0.540.